From a dataset of Reaction yield outcomes from USPTO patents with 853,638 reactions. Predict the reaction yield, written as a fraction of the theoretical maximum amount of product (1.0 means a 100% yield; for example, 0.34 means a 34% yield). (1) The reactants are [CH3:1][O:2][C:3]1[CH:4]=[CH:5][C:6]2[O:10][C:9](=[O:11])[NH:8][C:7]=2[CH:12]=1.C([O-])([O-])=O.[K+].[K+].[CH3:19][O:20][C:21]1[CH:22]=[C:23]([CH:26]=[CH:27][CH:28]=1)[CH2:24]Br. The catalyst is CN(C=O)C. The product is [CH3:1][O:2][C:3]1[CH:4]=[CH:5][C:6]2[O:10][C:9](=[O:11])[N:8]([CH2:24][C:23]3[CH:26]=[CH:27][CH:28]=[C:21]([O:20][CH3:19])[CH:22]=3)[C:7]=2[CH:12]=1. The yield is 0.760. (2) The reactants are C(Cl)(=O)C.[CH3:5][O:6][CH2:7][C@@H:8]1[CH2:13][C:12]([C:14]([O:16][C:17](C)(C)C)=[O:15])=[CH:11][CH2:10][N:9]1[C:21]([O:23][CH2:24][CH:25]=[CH2:26])=[O:22]. The catalyst is CO. The product is [CH3:5][O:6][CH2:7][C@@H:8]1[CH2:13][C:12]([C:14]([O:16][CH3:17])=[O:15])=[CH:11][CH2:10][N:9]1[C:21]([O:23][CH2:24][CH:25]=[CH2:26])=[O:22]. The yield is 0.930. (3) The reactants are [CH3:1][O:2][C:3]1[CH:4]=[CH:5][C:6]2[N:12]3[CH:13]=[N:14][C:15]([C:16]([OH:18])=[O:17])=[C:11]3[C@@H:10]3[CH2:19][CH2:20][CH2:21][N:9]3[C:8](=[O:22])[C:7]=2[CH:23]=1.C(C1NC=CN=1)(C1NC=CN=1)=O.[F:36][C:37]([F:45])([F:44])[CH:38](O)[C:39]([F:42])([F:41])[F:40]. The catalyst is C1(C)C=CC=CC=1. The product is [CH3:1][O:2][C:3]1[CH:4]=[CH:5][C:6]2[N:12]3[CH:13]=[N:14][C:15]([C:16]([O:18][CH:38]([C:39]([F:42])([F:41])[F:40])[C:37]([F:45])([F:44])[F:36])=[O:17])=[C:11]3[C@@H:10]3[CH2:19][CH2:20][CH2:21][N:9]3[C:8](=[O:22])[C:7]=2[CH:23]=1. The yield is 0.720. (4) The yield is 0.550. The product is [C:9]1([C:30]2[CH:35]=[CH:34][CH:33]=[CH:32][CH:31]=2)[CH:10]=[CH:11][C:12]([CH2:15][CH:16]2[C:25]3[C:20](=[CH:21][C:22]([O:28][CH3:29])=[C:23]([O:26][CH3:27])[CH:24]=3)[CH2:19][CH2:18][NH:17]2)=[CH:13][CH:14]=1. The catalyst is ClCCl. The reactants are [OH-].[Na+].C(O)(=O)C(O)=O.[C:9]1([C:30]2[CH:35]=[CH:34][CH:33]=[CH:32][CH:31]=2)[CH:14]=[CH:13][C:12]([CH2:15][CH:16]2[C:25]3[C:20](=[CH:21][C:22]([O:28][CH3:29])=[C:23]([O:26][CH3:27])[CH:24]=3)[CH2:19][CH2:18][NH:17]2)=[CH:11][CH:10]=1. (5) The reactants are ClCCl.[F:4][C:5]1[CH:6]=[CH:7][C:8]([O:12][CH2:13][CH2:14][CH3:15])=[C:9]([CH:11]=1)[NH2:10].C(N(CC)CC)C.[F:23][C:24]([F:35])([F:34])[C:25](O[C:25](=[O:26])[C:24]([F:35])([F:34])[F:23])=[O:26]. The catalyst is O. The product is [F:23][C:24]([F:35])([F:34])[C:25]([NH:10][C:9]1[CH:11]=[C:5]([F:4])[CH:6]=[CH:7][C:8]=1[O:12][CH2:13][CH2:14][CH3:15])=[O:26]. The yield is 0.990. (6) The reactants are C[O:2][C:3]1[C:12]2[CH2:11][CH2:10][CH2:9][CH2:8][C:7]=2[C:6]([C:13]2[CH:14]=[C:15]([CH:18]=[CH:19][CH:20]=2)[C:16]#[N:17])=[C:5]([CH3:21])[N:4]=1.[I-].[Na+].Cl[Si](C)(C)C.C(#N)C. The catalyst is O. The product is [CH3:21][C:5]1[NH:4][C:3](=[O:2])[C:12]2[CH2:11][CH2:10][CH2:9][CH2:8][C:7]=2[C:6]=1[C:13]1[CH:14]=[C:15]([CH:18]=[CH:19][CH:20]=1)[C:16]#[N:17]. The yield is 0.870.